This data is from Experimentally validated miRNA-target interactions with 360,000+ pairs, plus equal number of negative samples. The task is: Binary Classification. Given a miRNA mature sequence and a target amino acid sequence, predict their likelihood of interaction. (1) The miRNA is dme-miR-956-3p with sequence UUUCGAGACCACUCUAAUCCAUU. The protein sequence of the target gene is MPGKKARKNAQPSPARAPAELEVECATQLRRFGDKLNFRQKLLNLISKLFCSGT. Result: 0 (no interaction). (2) Result: 0 (no interaction). The protein sequence of the target gene is MYSSPLCLTQDEFHPFIEALLPHVRAFAYTWFNLQARKRKYFKKHEKRMSKDEERAVKDELLGEKAEVKQKWASRLLAKLRKDIRPECREDFVLAVTGKKAPGCVLSNPDQKGKMRRIDCLRQADKVWRLDLVMVILFKGIPLESTDGERLVKAAACAHPVLCVQPHHIGVAVKELDLYLAYFVRERDAEQSSSPRTGVGSDQEDSKPITLDTTDFQESFVTSGVFSVTELIQVSRTPVVTGTGPNFSLGELQGHLAYDLNPASAGMRRTLPSTSSSGSKRHKSGSMEEDVDTSPGGDYY.... The miRNA is hsa-miR-3648 with sequence AGCCGCGGGGAUCGCCGAGGG. (3) The miRNA is mmu-miR-129-5p with sequence CUUUUUGCGGUCUGGGCUUGC. The protein sequence of the target gene is MASVLSYESLVHAVAGAVGSVTAMTVFFPLDTARLRLQVDEKRKSKTTHMVLLEIIKEEGLLAPYRGWFPVISSLCCSNFVYFYTFNSLKALWVKGQHSTTGKDLVVGFVAGVVNVLLTTPLWVVNTRLKLQGAKFRNEDIVPTNYKGIIDAFHQIIRDEGISALWNGTFPSLLLVFNPAIQFMFYEGLKRQLLKKRMKLSSLDVFIIGAVAKAIATTVTYPLQTVQSILRFGRHRLNPENRTLGSLRNILYLLHQRVRRFGIMGLYKGLEAKLLQTVLTAALMFLVYEKLTAATFTVMG.... Result: 0 (no interaction). (4) The miRNA is hsa-miR-489-5p with sequence GGUCGUAUGUGUGACGCCAUUU. The protein sequence of the target gene is MDMFPLTWVFLALYFSGHEVRSQQDPPCGGRLNSKDAGYITSPGYPQDYPSHQNCEWIVYAPEPNQKIVLNFNPHFEIEKHDCKYDFIEIRDGDSESADLLGKHCGNIAPPTIISSGSVLYIKFTSDYARQGAGFSLRYEIFKTGSEDCSKNFTSPNGTIESPGFPEKYPHNLDCTFTILAKPRMEIILQFLTFDLEHDPLQVGEGDCKYDWLDIWDGIPHVGPLIGKYCGTKTPSKLRSSTGILSLTFHTDMAVAKDGFSARYYLIHQEPPENFQCNVPLGMESGRIANEQISASSTFS.... Result: 0 (no interaction). (5) The miRNA is hsa-miR-4723-5p with sequence UGGGGGAGCCAUGAGAUAAGAGCA. The protein sequence of the target gene is MSAFDMSHGFFPREPICPFEEKTKIGTMVEDHRSNSYQDSVTFDDVAVEFTPEEWALLDTTQKYLYRDVMLENYMNLASVDFFFCLTSEWEIQPRTKRSSLQQGFLKNQIFTGIQMQTRSYSGWKLCENCGEVFSEQFCLKTHMRAQNGGNTFEGNCYGKDSISVHKEASIGQELSKFNPCGKVFTLTPGLAVHLEILNGRQPYKCKECGKGFKYFASLDNHMGIHIGEKLCEFQECERAITTSSHLKQCVAVHTGKKSEKTKNCGKSFTNFSQLSAHAKTHKGEKSFECKECGRSFRNS.... Result: 1 (interaction).